From a dataset of Full USPTO retrosynthesis dataset with 1.9M reactions from patents (1976-2016). Predict the reactants needed to synthesize the given product. Given the product [NH2:1][C:2]1[C:3]([C:4]#[N:5])=[C:6]([F:10])[C:7]([I:16])=[CH:8][CH:9]=1, predict the reactants needed to synthesize it. The reactants are: [NH2:1][C:2]1[CH:9]=[CH:8][CH:7]=[C:6]([F:10])[C:3]=1[C:4]#[N:5].C(=O)(O)[O-].[Na+].[I:16]Cl.